From a dataset of Full USPTO retrosynthesis dataset with 1.9M reactions from patents (1976-2016). Predict the reactants needed to synthesize the given product. (1) Given the product [CH3:3][C:4]1[N:5]([CH2:22][CH2:23][O:24][CH2:25]/[CH:26]=[CH:27]/[C:28]2[CH:33]=[CH:32][CH:31]=[CH:30][CH:29]=2)[C:6]2[C:11]([CH3:12])=[C:10]([CH3:13])[N:9]=[C:8]([NH2:36])[C:7]=2[N:21]=1, predict the reactants needed to synthesize it. The reactants are: [H-].[Na+].[CH3:3][C:4]1[N:5]([CH2:22][CH2:23][OH:24])[C:6]2[C:11]([CH3:12])=[C:10]([CH3:13])[N:9]=[C:8](OC3C=CC=CC=3)[C:7]=2[N:21]=1.[CH2:25](Br)[CH:26]=[CH:27][C:28]1[CH:33]=[CH:32][CH:31]=[CH:30][CH:29]=1.C[N:36](C)C=O. (2) The reactants are: [CH2:1]([N:5]([CH3:23])[C:6]([C:8]1[CH:9]=[C:10]([CH:15]=[C:16]([C:18]2[O:19][CH:20]=[CH:21][N:22]=2)[CH:17]=1)[C:11]([O:13]C)=[O:12])=[O:7])[CH2:2][CH2:3][CH3:4].O.[OH-].[Li+]. Given the product [CH2:1]([N:5]([CH3:23])[C:6]([C:8]1[CH:9]=[C:10]([CH:15]=[C:16]([C:18]2[O:19][CH:20]=[CH:21][N:22]=2)[CH:17]=1)[C:11]([OH:13])=[O:12])=[O:7])[CH2:2][CH2:3][CH3:4], predict the reactants needed to synthesize it. (3) The reactants are: [CH3:1][O:2][C:3](=[O:28])[CH2:4][N:5]1[CH2:11][C:10]([CH2:12]O)=[CH:9][CH2:8][CH:7]([NH:14][C:15]([C:17]2[C:26]3[C:21](=[CH:22][CH:23]=[CH:24][CH:25]=3)[CH:20]=[CH:19][N:18]=2)=[O:16])[C:6]1=[O:27].C(N(CC)CC)C.[CH3:36][S:37](Cl)(=[O:39])=[O:38]. Given the product [CH3:1][O:2][C:3](=[O:28])[CH2:4][N:5]1[CH2:11][C:10]([CH2:12][S:37]([CH3:36])(=[O:39])=[O:38])=[CH:9][CH2:8][CH:7]([NH:14][C:15]([C:17]2[C:26]3[C:21](=[CH:22][CH:23]=[CH:24][CH:25]=3)[CH:20]=[CH:19][N:18]=2)=[O:16])[C:6]1=[O:27], predict the reactants needed to synthesize it. (4) Given the product [ClH:1].[CH3:24][O:25][C:26]1[N:31]=[C:30]([CH2:32][NH:2][CH:3]2[CH2:4][CH2:5][N:6]([CH2:9][CH2:10][N:11]3[C:16](=[O:17])[CH:15]=[N:14][C:13]4[CH:18]=[CH:19][C:20]([O:22][CH3:23])=[N:21][C:12]3=4)[CH2:7][CH2:8]2)[NH:29][C:28]2=[N:34][C:35](=[O:38])[CH2:36][CH2:37][C:27]=12, predict the reactants needed to synthesize it. The reactants are: [ClH:1].[NH2:2][CH:3]1[CH2:8][CH2:7][N:6]([CH2:9][CH2:10][N:11]2[C:16](=[O:17])[CH:15]=[N:14][C:13]3[CH:18]=[CH:19][C:20]([O:22][CH3:23])=[N:21][C:12]2=3)[CH2:5][CH2:4]1.[CH3:24][O:25][C:26]1[C:27]2[CH2:37][CH2:36][C:35](=[O:38])[NH:34][C:28]=2[N:29]=[C:30]([CH:32]=O)[N:31]=1.C([O-])(O)=O.[Na+].[O-]S([O-])(=O)=O.[Na+].[Na+].[BH-](OC(C)=O)(OC(C)=O)OC(C)=O.[Na+]. (5) Given the product [Cl:1][C:2]1[N:7]=[C:6]([O:16][CH3:14])[C:5]([I:9])=[CH:4][N:3]=1, predict the reactants needed to synthesize it. The reactants are: [Cl:1][C:2]1[N:7]=[C:6](Cl)[C:5]([I:9])=[CH:4][N:3]=1.C[O-].[Na+].O.[C:14](OCC)(=[O:16])C. (6) Given the product [F:20][C:11]1[CH:12]=[C:13]([C:16]([OH:19])([CH3:17])[CH3:18])[CH:14]=[CH:15][C:10]=1[C:4]1[S:3][C:2]([NH:1][C:22]2[CH:23]=[CH:24][CH:25]=[C:26]([CH2:28][NH:29][CH2:30][C:31]3[O:35][N:34]=[C:33]([CH:36]([CH3:38])[CH3:37])[N:32]=3)[N:27]=2)=[C:6]([C:7]([NH2:9])=[O:8])[CH:5]=1, predict the reactants needed to synthesize it. The reactants are: [NH2:1][C:2]1[S:3][C:4]([C:10]2[CH:15]=[CH:14][C:13]([C:16]([OH:19])([CH3:18])[CH3:17])=[CH:12][C:11]=2[F:20])=[CH:5][C:6]=1[C:7]([NH2:9])=[O:8].Br[C:22]1[N:27]=[C:26]([CH2:28][NH:29][CH2:30][C:31]2[O:35][N:34]=[C:33]([CH:36]([CH3:38])[CH3:37])[N:32]=2)[CH:25]=[CH:24][CH:23]=1. (7) Given the product [NH2:1][C:2]1[C:10]([NH2:11])=[CH:9][C:5]([C:6]([OH:8])=[O:7])=[C:4]([O:14][CH2:15][C:16]([F:17])([F:18])[F:19])[CH:3]=1, predict the reactants needed to synthesize it. The reactants are: [NH2:1][C:2]1[C:10]([N+:11]([O-])=O)=[CH:9][C:5]([C:6]([OH:8])=[O:7])=[C:4]([O:14][CH2:15][C:16]([F:19])([F:18])[F:17])[CH:3]=1.